This data is from Reaction yield outcomes from USPTO patents with 853,638 reactions. The task is: Predict the reaction yield, written as a fraction of the theoretical maximum amount of product (1.0 means a 100% yield; for example, 0.34 means a 34% yield). (1) The reactants are [C:1]1([N:7]2[CH:11]=[N:10][C:9]([C:12]([OH:14])=O)=[N:8]2)[CH:6]=[CH:5][CH:4]=[CH:3][CH:2]=1.Cl.Cl.[N:17]1[CH:18]=[CH:19][N:20]2[CH:25]=[CH:24][N:23]=[C:22]([N:26]3[CH2:30][CH2:29][C@@H:28]([NH2:31])[CH2:27]3)[C:21]=12.C(N(C(C)C)CC)(C)C.CN(C(ON1N=NC2C=CC=NC1=2)=[N+](C)C)C.F[P-](F)(F)(F)(F)F. The catalyst is CN(C=O)C. The product is [N:17]1[CH:18]=[CH:19][N:20]2[CH:25]=[CH:24][N:23]=[C:22]([N:26]3[CH2:30][CH2:29][C@@H:28]([NH:31][C:12]([C:9]4[N:10]=[CH:11][N:7]([C:1]5[CH:2]=[CH:3][CH:4]=[CH:5][CH:6]=5)[N:8]=4)=[O:14])[CH2:27]3)[C:21]=12. The yield is 0.390. (2) The reactants are [OH:1][C:2]1[CH:9]=[CH:8][C:5]([CH:6]=[O:7])=[CH:4][CH:3]=1.[CH2:10](OBr)[CH2:11][CH2:12][CH2:13][CH2:14][CH2:15][CH2:16][CH2:17][CH2:18][CH2:19][CH2:20][CH3:21].[OH-].[K+].CC(C)CC(O)C. No catalyst specified. The product is [CH2:21]([O:1][C:2]1[CH:9]=[CH:8][C:5]([CH:6]=[O:7])=[CH:4][CH:3]=1)[CH2:20][CH2:19][CH2:18][CH2:17][CH2:16][CH2:15][CH2:14][CH2:13][CH2:12][CH2:11][CH3:10]. The yield is 0.770.